Task: Binary Classification. Given a drug SMILES string, predict its activity (active/inactive) in a high-throughput screening assay against a specified biological target.. Dataset: Cav3 T-type calcium channel HTS with 100,875 compounds (1) The drug is Clc1c(Cn2ncc(NC(=O)Nc3cc(ccc3)C(=O)C)c2)ccc(Cl)c1. The result is 0 (inactive). (2) The molecule is o1c2c(n(c(c2)C(OC)=O)CC(=O)Nc2cc(c(cc2)C)C)cc1C. The result is 0 (inactive). (3) The molecule is Brc1c(cc(OCC(=O)NCc2onc(n2)c2ccccc2)c(c1)C)C. The result is 0 (inactive). (4) The drug is Brc1c(n(nc1C)Cc1oc(C(=O)NC(C)(C)C)cc1)C. The result is 0 (inactive).